From a dataset of Full USPTO retrosynthesis dataset with 1.9M reactions from patents (1976-2016). Predict the reactants needed to synthesize the given product. (1) Given the product [F:23][C:24]1[CH:29]=[CH:28][C:27]([C:21]([C:16]2[CH:17]=[C:18]3[C:13](=[CH:14][CH:15]=2)[N:12]=[C:11]([NH:10][C@H:1]2[C:9]4[C:4](=[CH:5][CH:6]=[CH:7][CH:8]=4)[CH2:3][CH2:2]2)[CH:20]=[CH:19]3)=[O:33])=[CH:26][CH:25]=1, predict the reactants needed to synthesize it. The reactants are: [C@H:1]1([NH:10][C:11]2[CH:20]=[CH:19][C:18]3[C:13](=[CH:14][CH:15]=[C:16]([C:21]#N)[CH:17]=3)[N:12]=2)[C:9]2[C:4](=[CH:5][CH:6]=[CH:7][CH:8]=2)[CH2:3][CH2:2]1.[F:23][C:24]1[CH:29]=[CH:28][C:27]([Mg]Br)=[CH:26][CH:25]=1.Cl.[OH-:33].[Na+]. (2) Given the product [C:13]([CH:15]([O:8][C:1](=[O:9])[C:2]1[CH:7]=[CH:6][CH:5]=[CH:4][CH:3]=1)[C:16](=[O:18])[CH3:17])(=[O:14])[CH3:12], predict the reactants needed to synthesize it. The reactants are: [C:1]([O-:9])(=[O:8])[C:2]1[CH:7]=[CH:6][CH:5]=[CH:4][CH:3]=1.[Na+].Cl[CH2:12][C:13]([CH2:15][C:16](=[O:18])[CH3:17])=[O:14].CCCCCC.C(OCC)(=O)C. (3) Given the product [CH2:17]([N:11]1[CH2:12][CH2:13][N:8]([C:6]([O:5][C:1]([CH3:4])([CH3:2])[CH3:3])=[O:7])[CH2:9][CH:10]1[C:14](=[O:16])[NH2:15])[C:18]1[CH:23]=[CH:22][CH:21]=[CH:20][CH:19]=1, predict the reactants needed to synthesize it. The reactants are: [C:1]([O:5][C:6]([N:8]1[CH2:13][CH2:12][NH:11][CH:10]([C:14](=[O:16])[NH2:15])[CH2:9]1)=[O:7])([CH3:4])([CH3:3])[CH3:2].[CH:17](=O)[C:18]1[CH:23]=[CH:22][CH:21]=[CH:20][CH:19]=1.C(O[BH-](OC(=O)C)OC(=O)C)(=O)C.[Na+].ClCCl. (4) Given the product [CH3:15][S:16]([O:13][CH2:12][CH2:11][C@H:10]1[C:5]2[CH:4]=[CH:3][C:2]([Br:1])=[CH:14][C:6]=2[CH2:7][CH2:8][O:9]1)(=[O:18])=[O:17], predict the reactants needed to synthesize it. The reactants are: [Br:1][C:2]1[CH:3]=[CH:4][C:5]2[C@H:10]([CH2:11][CH2:12][OH:13])[O:9][CH2:8][CH2:7][C:6]=2[CH:14]=1.[CH3:15][S:16](Cl)(=[O:18])=[O:17].CS(OCC[C@H]1C2C=CC(C(N)=O)=CC=2CCO1)(=O)=O. (5) Given the product [C:1]([O:4][CH:37]([NH:36][C:34]([O:33][CH2:32][C:23]1[C:22]([O:21][CH2:18][CH:19]=[CH2:20])=[CH:31][C:30]2[C:25](=[CH:26][CH:27]=[CH:28][CH:29]=2)[CH:24]=1)=[O:35])[CH2:38][O:39][CH2:40][C:41]1[CH:46]=[CH:45][CH:44]=[CH:43][CH:42]=1)(=[O:3])[CH3:2], predict the reactants needed to synthesize it. The reactants are: [C:1]([O-:4])(=[O:3])[CH3:2].[Pb+4].[C:1]([O-:4])(=[O:3])[CH3:2].[C:1]([O-:4])(=[O:3])[CH3:2].[C:1]([O-:4])(=[O:3])[CH3:2].[CH2:18]([O:21][C:22]1[C:23]([CH2:32][O:33][C:34]([NH:36][C@H:37](C(O)=O)[CH2:38][O:39][CH2:40][C:41]2[CH:46]=[CH:45][CH:44]=[CH:43][CH:42]=2)=[O:35])=[CH:24][C:25]2[C:30]([CH:31]=1)=[CH:29][CH:28]=[CH:27][CH:26]=2)[CH:19]=[CH2:20].C(OCC)(=O)C. (6) Given the product [C:28]([C:30]([NH:33][C:34]([C:36]1[CH:45]=[CH:44][C:43]2[C:38](=[CH:39][CH:40]=[CH:41][CH:42]=2)[C:37]=1[O:46][CH2:47][C:48]1[CH:49]=[N:50][C:51]([C:54]([F:55])([F:57])[F:56])=[CH:52][CH:53]=1)=[O:35])([CH3:32])[CH3:31])#[N:29], predict the reactants needed to synthesize it. The reactants are: COC(C1C=CC2C(=CC=CC=2)C=1O)=O.ClCC1C=CC(C(F)(F)F)=NC=1.[C:28]([C:30]([NH:33][C:34]([C:36]1[CH:45]=[CH:44][C:43]2[C:38](=[CH:39][CH:40]=[CH:41][CH:42]=2)[C:37]=1[O:46][CH2:47][C:48]1[CH:49]=[N:50][C:51]([C:54]([F:57])([F:56])[F:55])=[CH:52][CH:53]=1)=[O:35])([CH3:32])[CH3:31])#[N:29].NC(C)(C)C#N.